Task: Predict which catalyst facilitates the given reaction.. Dataset: Catalyst prediction with 721,799 reactions and 888 catalyst types from USPTO (1) The catalyst class is: 59. Product: [O:37]=[C:38]1[N:43]([CH2:11][C:9]2[O:8][N:7]=[C:6]([CH2:5][O:4][CH2:1][CH2:2][CH3:3])[N:10]=2)[C:42]2[CH:44]=[C:45]([C:47]3[CH:52]=[CH:51][CH:50]=[CH:49][CH:48]=3)[S:46][C:41]=2[C:40](=[O:53])[N:39]1[CH:54]1[CH2:59][CH2:58][N:57]([C:60]([O:62][C:63]([CH3:66])([CH3:65])[CH3:64])=[O:61])[CH2:56][CH2:55]1. Reactant: [CH2:1]([O:4][CH2:5][C:6]1[N:10]=[C:9]([CH2:11]O)[O:8][N:7]=1)[CH2:2][CH3:3].C(Br)(Br)(Br)Br.C1(P(C2C=CC=CC=2)C2C=CC=CC=2)C=CC=CC=1.[O:37]=[C:38]1[NH:43][C:42]2[CH:44]=[C:45]([C:47]3[CH:52]=[CH:51][CH:50]=[CH:49][CH:48]=3)[S:46][C:41]=2[C:40](=[O:53])[N:39]1[CH:54]1[CH2:59][CH2:58][N:57]([C:60]([O:62][C:63]([CH3:66])([CH3:65])[CH3:64])=[O:61])[CH2:56][CH2:55]1.C(=O)([O-])[O-].[K+].[K+]. (2) Reactant: N1C=CN=C1.[C:6]([Si:10](Cl)([C:17]1[CH:22]=[CH:21][CH:20]=[CH:19][CH:18]=1)[C:11]1[CH:16]=[CH:15][CH:14]=[CH:13][CH:12]=1)([CH3:9])([CH3:8])[CH3:7].[NH2:24][CH2:25][CH2:26][OH:27]. Product: [C:6]([Si:10]([C:17]1[CH:22]=[CH:21][CH:20]=[CH:19][CH:18]=1)([C:11]1[CH:16]=[CH:15][CH:14]=[CH:13][CH:12]=1)[O:27][CH2:26][CH2:25][NH2:24])([CH3:9])([CH3:8])[CH3:7]. The catalyst class is: 9. (3) Reactant: [CH:1]([C:4]1[CH:5]=[CH:6][C:7]([O:22][CH3:23])=[C:8]([C:10]2[C:11]([CH:20]=O)=[CH:12][C:13]([C:16]([F:19])([F:18])[F:17])=[CH:14][CH:15]=2)[CH:9]=1)([CH3:3])[CH3:2].[Cl-].O[NH3+:26].C([O-])(=O)C.[Na+]. Product: [CH:1]([C:4]1[CH:5]=[CH:6][C:7]([O:22][CH3:23])=[C:8]([C:10]2[CH:15]=[CH:14][C:13]([C:16]([F:19])([F:18])[F:17])=[CH:12][C:11]=2[CH2:20][NH2:26])[CH:9]=1)([CH3:3])[CH3:2]. The catalyst class is: 8.